Dataset: Reaction yield outcomes from USPTO patents with 853,638 reactions. Task: Predict the reaction yield, written as a fraction of the theoretical maximum amount of product (1.0 means a 100% yield; for example, 0.34 means a 34% yield). (1) The reactants are O[CH2:2][C:3]1([S:6]([NH:9][C:10](=[O:16])[O:11][C:12]([CH3:15])([CH3:14])[CH3:13])(=[O:8])=[O:7])[CH2:5][CH2:4]1.CCN(S(F)(F)[F:23])CC. The catalyst is C(Cl)Cl. The product is [F:23][CH2:2][C:3]1([S:6]([NH:9][C:10](=[O:16])[O:11][C:12]([CH3:15])([CH3:14])[CH3:13])(=[O:8])=[O:7])[CH2:5][CH2:4]1. The yield is 0.720. (2) The reactants are [N+:1]([C:4]1[CH:5]=[C:6]([CH:37]=[CH:38][CH:39]=1)[CH2:7][C:8]1[C:9]([Cl:36])=[C:10]([O:16][C:17]2[CH:22]=[C:21]([Cl:23])[C:20]([Cl:24])=[C:19]([CH2:25][C:26]3[CH:31]=[CH:30][CH:29]=[C:28]([N+:32]([O-])=O)[CH:27]=3)[C:18]=2[Cl:35])[CH:11]=[C:12]([Cl:15])[C:13]=1[Cl:14])([O-])=O.Cl[Sn]Cl. The catalyst is C(O)C.C([O-])(O)=O.[Na+]. The product is [NH2:32][C:28]1[CH:27]=[C:26]([CH:31]=[CH:30][CH:29]=1)[CH2:25][C:19]1[C:18]([Cl:35])=[C:17]([O:16][C:10]2[CH:11]=[C:12]([Cl:15])[C:13]([Cl:14])=[C:8]([CH2:7][C:6]3[CH:37]=[CH:38][CH:39]=[C:4]([NH2:1])[CH:5]=3)[C:9]=2[Cl:36])[CH:22]=[C:21]([Cl:23])[C:20]=1[Cl:24]. The yield is 1.00. (3) The reactants are Cl[C:2]1[N:10]=[C:9]2[C:5]([N:6]=[C:7]([CH2:12][CH2:13][N:14]3[CH:19]4[CH2:20][CH2:21][CH:15]3[CH2:16][O:17][CH2:18]4)[N:8]2[CH3:11])=[C:4]([N:22]2[CH2:27][CH2:26][O:25][CH2:24][CH2:23]2)[N:3]=1.[CH2:28]([C:30]1[NH:31][C:32]2[CH:38]=[CH:37][CH:36]=[CH:35][C:33]=2[N:34]=1)[CH3:29].CC(C1C=C(C(C)C)C(C2C=CC=CC=2P(C2CCCCC2)C2CCCCC2)=C(C(C)C)C=1)C.C([O-])([O-])=O.[Cs+].[Cs+]. The catalyst is O1CCOCC1.C1C=CC(/C=C/C(/C=C/C2C=CC=CC=2)=O)=CC=1.C1C=CC(/C=C/C(/C=C/C2C=CC=CC=2)=O)=CC=1.C1C=CC(/C=C/C(/C=C/C2C=CC=CC=2)=O)=CC=1.[Pd].[Pd]. The product is [CH2:28]([C:30]1[N:31]([C:2]2[N:10]=[C:9]3[C:5]([N:6]=[C:7]([CH2:12][CH2:13][N:14]4[CH:19]5[CH2:20][CH2:21][CH:15]4[CH2:16][O:17][CH2:18]5)[N:8]3[CH3:11])=[C:4]([N:22]3[CH2:23][CH2:24][O:25][CH2:26][CH2:27]3)[N:3]=2)[C:32]2[CH:38]=[CH:37][CH:36]=[CH:35][C:33]=2[N:34]=1)[CH3:29]. The yield is 0.520. (4) The reactants are [CH2:1](Br)[C:2]1[CH:7]=[CH:6][CH:5]=[CH:4][CH:3]=1.[OH-].[K+].[Br:11][C:12]1[CH:19]=[CH:18][CH:17]=[C:16]([OH:20])[C:13]=1[CH:14]=[O:15]. The catalyst is C1COCC1. The product is [CH2:1]([O:20][C:16]1[CH:17]=[CH:18][CH:19]=[C:12]([Br:11])[C:13]=1[CH:14]=[O:15])[C:2]1[CH:7]=[CH:6][CH:5]=[CH:4][CH:3]=1. The yield is 0.700.